Dataset: Reaction yield outcomes from USPTO patents with 853,638 reactions. Task: Predict the reaction yield, written as a fraction of the theoretical maximum amount of product (1.0 means a 100% yield; for example, 0.34 means a 34% yield). (1) The reactants are [CH3:1][N:2]1[CH2:15][CH2:14][C:5]2[NH:6][C:7]3[CH:8]=[CH:9][C:10]([CH3:13])=[CH:11][C:12]=3[C:4]=2[CH2:3]1.[OH-].[K+].Br[CH2:19][CH2:20][C:21]1[CH:26]=[CH:25][C:24]([O:27][CH2:28][CH3:29])=[CH:23][CH:22]=1. The catalyst is CN1CCCC1=O.O. The product is [CH2:28]([O:27][C:24]1[CH:25]=[CH:26][C:21]([CH2:20][CH2:19][N:6]2[C:7]3[CH:8]=[CH:9][C:10]([CH3:13])=[CH:11][C:12]=3[C:4]3[CH2:3][N:2]([CH3:1])[CH2:15][CH2:14][C:5]2=3)=[CH:22][CH:23]=1)[CH3:29]. The yield is 0.100. (2) The reactants are C([O:5][C:6]([C:8]1[C:16]2[C:11](=[CH:12][C:13]([C:17]3(O)[CH2:22][CH2:21][O:20][CH2:19][CH2:18]3)=[CH:14][CH:15]=2)[NH:10][N:9]=1)=[O:7])(C)(C)C.C([SiH](CC)CC)C.ClCCl. The catalyst is FC(F)(F)C(O)=O. The product is [O:20]1[CH2:21][CH2:22][CH:17]([C:13]2[CH:12]=[C:11]3[C:16]([C:8]([C:6]([OH:7])=[O:5])=[N:9][NH:10]3)=[CH:15][CH:14]=2)[CH2:18][CH2:19]1. The yield is 0.600. (3) The reactants are Cl[C:2]1[CH:7]=[C:6]([N+:8]([O-:10])=[O:9])[CH:5]=[CH:4][N+:3]=1[O-:11].C[Si](C)(C)[N:14]1[CH:18]=[N:17][CH:16]=[N:15]1.C(=O)([O-])[O-].[K+].[K+]. The catalyst is CN(C=O)C. The product is [N+:8]([C:6]1[CH:5]=[CH:4][N+:3]([O-:11])=[C:2]([N:14]2[CH:18]=[N:17][CH:16]=[N:15]2)[CH:7]=1)([O-:10])=[O:9]. The yield is 0.271.